Dataset: Blood-brain barrier permeability classification from the B3DB database. Task: Regression/Classification. Given a drug SMILES string, predict its absorption, distribution, metabolism, or excretion properties. Task type varies by dataset: regression for continuous measurements (e.g., permeability, clearance, half-life) or binary classification for categorical outcomes (e.g., BBB penetration, CYP inhibition). Dataset: b3db_classification. (1) The molecule is COc1ccc([C@H]2[C@H](S(=O)(=O)c3ccc(Cl)cc3)[C@@]2(N)C(=O)O)cc1. The result is 0 (does not penetrate BBB). (2) The molecule is O=C(Cc1csc(-n2cccc2)n1)N1CCCC[C@H]1c1cccnc1. The result is 1 (penetrates BBB).